Predict the product of the given reaction. From a dataset of Forward reaction prediction with 1.9M reactions from USPTO patents (1976-2016). (1) Given the reactants [CH2:1]([N:5]1[CH:9]=[C:8]([C:10]2[O:14][N:13]=[C:12]([C:15]3[CH:16]=[CH:17][C:18]4[O:22][C:21]([C:23]5([NH:31]C(=O)OC(C)(C)C)[CH2:28][O:27]C(C)(C)[O:25][CH2:24]5)=[CH:20][C:19]=4[CH:39]=3)[N:11]=2)[CH:7]=[N:6]1)[CH2:2][CH2:3][CH3:4].ClC1C=C(C2ON=C(C3C=CC4OC(C5(NC(=O)OC(C)(C)C)COC(C)(C)OC5)=CC=4C=3)N=2)C=CC=1OCCC, predict the reaction product. The product is: [NH2:31][C:23]([C:21]1[O:22][C:18]2[CH:17]=[CH:16][C:15]([C:12]3[N:11]=[C:10]([C:8]4[CH:7]=[N:6][N:5]([CH2:1][CH2:2][CH2:3][CH3:4])[CH:9]=4)[O:14][N:13]=3)=[CH:39][C:19]=2[CH:20]=1)([CH2:24][OH:25])[CH2:28][OH:27]. (2) Given the reactants [C:1](N1C=CN=C1)(N1C=CN=C1)=[O:2].[NH2:13][C@@H:14]([CH2:25][S:26][CH2:27][CH2:28][NH:29][C:30]([O:32][CH2:33][C:34]1[CH:39]=[CH:38][CH:37]=[CH:36][CH:35]=1)=[O:31])[C:15]([O:17][CH2:18][C:19]1[CH:24]=[CH:23][CH:22]=[CH:21][CH:20]=1)=[O:16].C(N(CC)CC)C.[NH2:47][C@@H:48]1[CH2:63][C:62]2=[CH:64][CH:65]=[C:59]([CH:60]=[CH:61]2)[O:58][CH2:57][CH2:56][CH2:55][CH2:54][O:53][CH2:52][C@H:51]([CH:66]([CH3:68])[CH3:67])[NH:50][C:49]1=[O:69], predict the reaction product. The product is: [CH2:33]([O:32][C:30]([NH:29][CH2:28][CH2:27][S:26][CH2:25][C@H:14]([NH:13][C:1]([NH:47][C@@H:48]1[CH2:63][C:62]2=[CH:61][CH:60]=[C:59]([CH:65]=[CH:64]2)[O:58][CH2:57][CH2:56][CH2:55][CH2:54][O:53][CH2:52][C@H:51]([CH:66]([CH3:67])[CH3:68])[NH:50][C:49]1=[O:69])=[O:2])[C:15]([O:17][CH2:18][C:19]1[CH:20]=[CH:21][CH:22]=[CH:23][CH:24]=1)=[O:16])=[O:31])[C:34]1[CH:35]=[CH:36][CH:37]=[CH:38][CH:39]=1. (3) Given the reactants [Cl:1][C:2]1[CH:3]=[CH:4][C:5]([N:8]2[CH:12]=[C:11]([CH2:13][CH2:14][C:15](OCC)=[O:16])[C:10]([CH:20]([CH2:23][CH3:24])[CH2:21][CH3:22])=[N:9]2)=[N:6][CH:7]=1.[H-].C([Al+]CC(C)C)C(C)C.Cl, predict the reaction product. The product is: [Cl:1][C:2]1[CH:3]=[CH:4][C:5]([N:8]2[CH:12]=[C:11]([CH2:13][CH2:14][CH2:15][OH:16])[C:10]([CH:20]([CH2:23][CH3:24])[CH2:21][CH3:22])=[N:9]2)=[N:6][CH:7]=1. (4) Given the reactants [Br:1][C:2]1[C:7]([CH3:8])=[CH:6][C:5]([OH:9])=[CH:4][C:3]=1[CH3:10].[H-].[Na+].[CH3:13][S:14]([C:17]([CH3:25])([CH3:24])[CH2:18]OS(C)(=O)=O)(=[O:16])=[O:15], predict the reaction product. The product is: [Br:1][C:2]1[C:7]([CH3:8])=[CH:6][C:5]([O:9][CH2:18][C:17]([S:14]([CH3:13])(=[O:16])=[O:15])([CH3:25])[CH3:24])=[CH:4][C:3]=1[CH3:10]. (5) Given the reactants FC(F)(F)C(O)=O.[CH:8]([N:11]1[C:15]([C:16]2[N:25]=[C:24]3[N:18]([CH2:19][CH2:20][O:21][C:22]4[CH:29]=[CH:28][C:27]([CH2:30][C:31](O)=[O:32])=[CH:26][C:23]=43)[CH:17]=2)=[N:14][CH:13]=[N:12]1)([CH3:10])[CH3:9].CN(C(ON1N=NC2C=CC=NC1=2)=[N+](C)C)C.F[P-](F)(F)(F)(F)F.CCN(CC)CC.[CH2:65]([NH2:72])[C:66]1[CH:71]=[CH:70][CH:69]=[CH:68][CH:67]=1, predict the reaction product. The product is: [CH2:65]([NH:72][C:31](=[O:32])[CH2:30][C:27]1[CH:28]=[CH:29][C:22]2[O:21][CH2:20][CH2:19][N:18]3[CH:17]=[C:16]([C:15]4[N:11]([CH:8]([CH3:9])[CH3:10])[N:12]=[CH:13][N:14]=4)[N:25]=[C:24]3[C:23]=2[CH:26]=1)[C:66]1[CH:71]=[CH:70][CH:69]=[CH:68][CH:67]=1. (6) Given the reactants [NH2:1][C:2]1[CH:3]=[C:4]2[C:8](=[CH:9][CH:10]=1)[N:7]([C:11]1[CH:16]=[CH:15][C:14]([N:17]3[CH2:22][CH2:21][O:20][CH2:19][CH2:18]3)=[CH:13][CH:12]=1)[CH:6]=[CH:5]2.[CH3:23][N:24]([CH3:34])[C:25]1[CH:33]=[CH:32][C:28]([C:29]([O-])=[O:30])=[CH:27][CH:26]=1, predict the reaction product. The product is: [CH3:23][N:24]([CH3:34])[C:25]1[CH:33]=[CH:32][C:28]([C:29]([NH:1][C:2]2[CH:3]=[C:4]3[C:8](=[CH:9][CH:10]=2)[N:7]([C:11]2[CH:12]=[CH:13][C:14]([N:17]4[CH2:22][CH2:21][O:20][CH2:19][CH2:18]4)=[CH:15][CH:16]=2)[CH:6]=[CH:5]3)=[O:30])=[CH:27][CH:26]=1.